From a dataset of Reaction yield outcomes from USPTO patents with 853,638 reactions. Predict the reaction yield, written as a fraction of the theoretical maximum amount of product (1.0 means a 100% yield; for example, 0.34 means a 34% yield). (1) The reactants are [F:1][C:2]([F:14])([F:13])[CH2:3][N:4]1[C:8]([CH3:9])=[C:7]([C:10]([NH2:12])=[O:11])[CH:6]=[N:5]1.Br[CH2:16][C:17]([C:19]1[CH:20]=[N:21][CH:22]=[CH:23][CH:24]=1)=O. No catalyst specified. The product is [CH3:9][C:8]1[N:4]([CH2:3][C:2]([F:1])([F:13])[F:14])[N:5]=[CH:6][C:7]=1[C:10]1[O:11][CH:16]=[C:17]([C:19]2[CH:20]=[N:21][CH:22]=[CH:23][CH:24]=2)[N:12]=1. The yield is 0.250. (2) The product is [CH2:15]([O:14][CH2:13][C@@H:9]([NH:8][S:33]([C:26]1[C:27]2[C:32](=[CH:31][CH:30]=[CH:29][CH:28]=2)[C:23]([CH3:22])=[CH:24][CH:25]=1)(=[O:35])=[O:34])[C:10]([OH:12])=[O:11])[C:16]1[CH:21]=[CH:20][CH:19]=[CH:18][CH:17]=1. No catalyst specified. The reactants are FC(F)(F)C(O)=O.[NH2:8][C@H:9]([CH2:13][O:14][CH2:15][C:16]1[CH:21]=[CH:20][CH:19]=[CH:18][CH:17]=1)[C:10]([OH:12])=[O:11].[CH3:22][C:23]1[C:32]2[C:27](=[CH:28][CH:29]=[CH:30][CH:31]=2)[C:26]([S:33](Cl)(=[O:35])=[O:34])=[CH:25][CH:24]=1. The yield is 0.180. (3) The reactants are Cl[C:2]1[C:7]([C:8]([F:11])([F:10])[F:9])=[CH:6][CH:5]=[CH:4][N:3]=1.[C:12](=[O:15])([O-])[O-:13].[K+].[K+].O.[C:19](#N)[CH3:20]. The catalyst is [Pd].C1(P(C2C=CC=CC=2)C2C=CC=CC=2)C=CC=CC=1.C1(P(C2C=CC=CC=2)C2C=CC=CC=2)C=CC=CC=1.C1(P(C2C=CC=CC=2)C2C=CC=CC=2)C=CC=CC=1.C1(P(C2C=CC=CC=2)C2C=CC=CC=2)C=CC=CC=1. The product is [F:9][C:8]([F:11])([F:10])[C:7]1[C:2]([C:20]2[CH:19]=[CH:7][C:6]([C:12]([OH:13])=[O:15])=[CH:5][CH:4]=2)=[N:3][CH:4]=[CH:5][CH:6]=1. The yield is 0.810. (4) The product is [CH:1]1([C:4]([NH:6][C:7]2[N:8]=[C:9]3[CH:14]=[CH:13][C:12]([S:15][C:16]4[CH:24]=[CH:23][CH:22]=[CH:21][C:17]=4[C:18]([NH:32][C:31]4[N:27]([CH3:26])[N:28]=[C:29]([CH3:33])[CH:30]=4)=[O:20])=[N:11][N:10]3[CH:25]=2)=[O:5])[CH2:2][CH2:3]1. The reactants are [CH:1]1([C:4]([NH:6][C:7]2[N:8]=[C:9]3[CH:14]=[CH:13][C:12]([S:15][C:16]4[CH:24]=[CH:23][CH:22]=[CH:21][C:17]=4[C:18]([OH:20])=O)=[N:11][N:10]3[CH:25]=2)=[O:5])[CH2:3][CH2:2]1.[CH3:26][N:27]1[C:31]([NH2:32])=[CH:30][C:29]([CH3:33])=[N:28]1.F[P-](F)(F)(F)(F)F.N1(OC(N(C)C)=[N+](C)C)C2N=CC=CC=2N=N1.C(N(CC)C(C)C)(C)C. The yield is 0.700. The catalyst is CN(C)C=O. (5) The reactants are [CH2:1]([S:3]([N:6]1[CH2:11][CH2:10][CH:9]([C:12]2[C:20]3[C:15](=[C:16]([C:28]([NH2:30])=[O:29])[CH:17]=[C:18]([C:21]4[CH:25]=[C:24]([CH:26]=O)[S:23][CH:22]=4)[CH:19]=3)[NH:14][CH:13]=2)[CH2:8][CH2:7]1)(=[O:5])=[O:4])[CH3:2].[CH2:31]([CH:34]1[CH2:38][CH2:37][CH2:36][NH:35]1)[CH2:32][CH3:33].C(O[BH-](OC(=O)C)OC(=O)C)(=O)C.[Na+]. The catalyst is CS(C)=O. The product is [CH2:1]([S:3]([N:6]1[CH2:11][CH2:10][CH:9]([C:12]2[C:20]3[C:15](=[C:16]([C:28]([NH2:30])=[O:29])[CH:17]=[C:18]([C:21]4[CH:25]=[C:24]([CH2:26][N:35]5[CH2:36][CH2:37][CH2:38][CH:34]5[CH2:31][CH2:32][CH3:33])[S:23][CH:22]=4)[CH:19]=3)[NH:14][CH:13]=2)[CH2:8][CH2:7]1)(=[O:4])=[O:5])[CH3:2]. The yield is 0.387. (6) The reactants are Cl.[F:2][CH2:3][C:4]([C:8]1[O:12][N:11]=[C:10]([NH:13][C:14](=[O:38])[NH:15][C:16]2[CH:21]=[CH:20][C:19]([NH:22][C:23](=[O:37])[C:24]3[CH:29]=[CH:28][C:27]([O:30][CH:31]4[CH2:36][CH2:35][NH:34][CH2:33][CH2:32]4)=[CH:26][N:25]=3)=[CH:18][CH:17]=2)[CH:9]=1)([CH3:7])[CH2:5][F:6].[CH3:39][C:40]([CH3:42])=O.[BH3-]C#N.[Na+]. The catalyst is CO.CC([O-])=O.[Na+]. The product is [F:2][CH2:3][C:4]([C:8]1[O:12][N:11]=[C:10]([NH:13][C:14](=[O:38])[NH:15][C:16]2[CH:17]=[CH:18][C:19]([NH:22][C:23](=[O:37])[C:24]3[CH:29]=[CH:28][C:27]([O:30][CH:31]4[CH2:32][CH2:33][N:34]([CH:40]([CH3:42])[CH3:39])[CH2:35][CH2:36]4)=[CH:26][N:25]=3)=[CH:20][CH:21]=2)[CH:9]=1)([CH3:7])[CH2:5][F:6]. The yield is 0.310. (7) The reactants are [O:1]1[CH:3]2[CH2:4][CH2:5][CH2:6][CH2:7][CH2:8][CH2:9][CH2:10][CH2:11][CH2:12][CH2:13][CH:2]12.[Li+].[Br-]. No catalyst specified. The product is [C:2]1(=[O:1])[CH2:13][CH2:12][CH2:11][CH2:10][CH2:9][CH2:8][CH2:7][CH2:6][CH2:5][CH2:4][CH2:3]1. The yield is 1.00. (8) The reactants are [CH2:1]([C:8]([CH2:19][C:20]([C:22]1[CH:27]=[CH:26][C:25]([Br:28])=[CH:24][CH:23]=1)=[O:21])(C(OCC)=O)[C:9]([O:11][CH2:12][CH3:13])=[O:10])[C:2]1[CH:7]=[CH:6][CH:5]=[CH:4][CH:3]=1.[OH-].[Na+]. The catalyst is CC(C)=O.C(O)C. The product is [CH2:1]([CH:8]([CH2:19][C:20]([C:22]1[CH:27]=[CH:26][C:25]([Br:28])=[CH:24][CH:23]=1)=[O:21])[C:9]([O:11][CH2:12][CH3:13])=[O:10])[C:2]1[CH:7]=[CH:6][CH:5]=[CH:4][CH:3]=1. The yield is 0.715. (9) The reactants are Cl[C:2]1[CH:11]=[CH:10][C:9]2[N:8]=[CH:7][C:6]3[CH2:12][O:13]C(=O)[N:15]([C:16]4[CH:21]=[CH:20][C:19]([N:22]5[CH2:27][CH2:26][N:25]([C:28]([O:30][C:31]([CH3:34])([CH3:33])[CH3:32])=[O:29])[CH2:24][CH2:23]5)=[C:18]([C:35]([F:38])([F:37])[F:36])[CH:17]=4)[C:5]=3[C:4]=2[CH:3]=1.[N:40]1[C:49]2[C:44](=[CH:45][CH:46]=[CH:47][CH:48]=2)[CH:43]=[C:42](B(O)O)[CH:41]=1.CC(C1C=C(C(C)C)C(C2C(P(C(C)(C)C)C(C)(C)C)=CC=CC=2)=C(C(C)C)C=1)C.C([O-])([O-])=O.[Na+].[Na+]. The catalyst is O1CCOCC1. The product is [C:31]([O:30][C:28]([N:25]1[CH2:26][CH2:27][N:22]([C:19]2[CH:20]=[CH:21][C:16]([NH:15][C:5]3[C:4]4[C:9](=[CH:10][CH:11]=[C:2]([C:42]5[CH:41]=[N:40][C:49]6[C:44]([CH:43]=5)=[CH:45][CH:46]=[CH:47][CH:48]=6)[CH:3]=4)[N:8]=[CH:7][C:6]=3[CH2:12][OH:13])=[CH:17][C:18]=2[C:35]([F:38])([F:36])[F:37])[CH2:23][CH2:24]1)=[O:29])([CH3:32])([CH3:33])[CH3:34]. The yield is 0.550.